Predict the product of the given reaction. From a dataset of Forward reaction prediction with 1.9M reactions from USPTO patents (1976-2016). (1) Given the reactants C(OC([N:8]1[CH2:13][CH:12]=[C:11]([C:14]2[NH:23][C:17]3[N:18]=[CH:19][N:20]=[C:21]([Cl:22])[C:16]=3[CH:15]=2)[CH2:10][CH2:9]1)=O)(C)(C)C.[OH-].[Na+], predict the reaction product. The product is: [Cl:22][C:21]1[C:16]2[CH:15]=[C:14]([C:11]3[CH2:12][CH2:13][NH:8][CH2:9][CH:10]=3)[NH:23][C:17]=2[N:18]=[CH:19][N:20]=1. (2) Given the reactants I[C:2]1[CH:7]=[CH:6][C:5]([NH:8][S:9]([CH3:12])(=[O:11])=[O:10])=[CH:4][CH:3]=1.[C:13]([C:15]1[CH:20]=[CH:19][C:18]([CH3:21])=[CH:17][CH:16]=1)#[CH:14], predict the reaction product. The product is: [C:18]1([CH3:21])[CH:19]=[CH:20][C:15]([C:13]#[C:14][C:2]2[CH:7]=[CH:6][C:5]([NH:8][S:9]([CH3:12])(=[O:11])=[O:10])=[CH:4][CH:3]=2)=[CH:16][CH:17]=1. (3) Given the reactants C(=O)([O-])[O-].[Cs+].[Cs+].Cl[CH2:8][C:9]1[S:10][C:11]([CH:14]2[CH2:16][CH2:15]2)=[N:12][N:13]=1.[C:17]([O:21][C:22]([NH:24][CH2:25][CH2:26][CH2:27][CH2:28][C:29]([C:40]1[N:41]=[CH:42][NH:43][CH:44]=1)([C:35]([O:37][CH2:38][CH3:39])=[O:36])[C:30]([O:32][CH2:33][CH3:34])=[O:31])=[O:23])([CH3:20])([CH3:19])[CH3:18], predict the reaction product. The product is: [C:17]([O:21][C:22]([NH:24][CH2:25][CH2:26][CH2:27][CH2:28][C:29]([C:40]1[N:41]=[CH:42][N:43]([CH2:8][C:9]2[S:10][C:11]([CH:14]3[CH2:16][CH2:15]3)=[N:12][N:13]=2)[CH:44]=1)([C:35]([O:37][CH2:38][CH3:39])=[O:36])[C:30]([O:32][CH2:33][CH3:34])=[O:31])=[O:23])([CH3:19])([CH3:20])[CH3:18]. (4) Given the reactants [C:1]([C:4]1[CH:5]=[C:6]([Cl:20])[C:7]([CH3:19])=[C:8]([C:17]#[N:18])[C:9]=1[C:10]1[CH:15]=[CH:14][CH:13]=[C:12]([F:16])[CH:11]=1)(=O)[CH3:2].C([O-])(=O)C.[NH4+].C([BH3-])#[N:27].[Na+], predict the reaction product. The product is: [NH2:27][CH:1]([C:4]1[CH:5]=[C:6]([Cl:20])[C:7]([CH3:19])=[C:8]([C:17]#[N:18])[C:9]=1[C:10]1[CH:15]=[CH:14][CH:13]=[C:12]([F:16])[CH:11]=1)[CH3:2]. (5) Given the reactants C([O:8][C:9]1[CH:14]=[CH:13][CH:12]=[CH:11][C:10]=1[C:15]1[N:24]([C:25]2[CH:30]=[CH:29][C:28]([CH:31]([CH3:33])[CH3:32])=[CH:27][CH:26]=2)[C:23](=[O:34])[C:22]2[CH2:21][CH2:20][CH2:19][CH2:18][C:17]=2[N:16]=1)C1C=CC=CC=1, predict the reaction product. The product is: [OH:8][C:9]1[CH:14]=[CH:13][CH:12]=[CH:11][C:10]=1[C:15]1[N:24]([C:25]2[CH:26]=[CH:27][C:28]([CH:31]([CH3:32])[CH3:33])=[CH:29][CH:30]=2)[C:23](=[O:34])[C:22]2[CH2:21][CH2:20][CH2:19][CH2:18][C:17]=2[N:16]=1. (6) The product is: [CH3:1][N:2]([C:12]1[CH:17]=[CH:16][C:15]([C:18]([OH:23])([C:19]([F:21])([F:22])[F:20])[C:27]#[C:26][C:25]([F:29])([F:28])[F:24])=[CH:14][CH:13]=1)[S:3]([C:6]1[CH:7]=[CH:8][CH:9]=[CH:10][CH:11]=1)(=[O:5])=[O:4]. Given the reactants [CH3:1][N:2]([C:12]1[CH:17]=[CH:16][C:15]([C:18](=[O:23])[C:19]([F:22])([F:21])[F:20])=[CH:14][CH:13]=1)[S:3]([C:6]1[CH:11]=[CH:10][CH:9]=[CH:8][CH:7]=1)(=[O:5])=[O:4].[F:24][C:25]([F:29])([F:28])[C:26]#[CH:27], predict the reaction product.